This data is from Forward reaction prediction with 1.9M reactions from USPTO patents (1976-2016). The task is: Predict the product of the given reaction. (1) Given the reactants Br[CH2:2][C:3]([C:5]1[CH:10]=[C:9]([C:11]([F:14])([F:13])[F:12])[CH:8]=[C:7]([Cl:15])[CH:6]=1)=[O:4].[CH3:16][O:17][C:18](=[O:24])[CH2:19][CH2:20][C:21]([O-:23])=[O:22].[Na+], predict the reaction product. The product is: [C:21]([O:23][CH2:2][C:3]([C:5]1[CH:10]=[C:9]([C:11]([F:14])([F:13])[F:12])[CH:8]=[C:7]([Cl:15])[CH:6]=1)=[O:4])(=[O:22])[CH2:20][CH2:19][C:18]([O:17][CH3:16])=[O:24]. (2) Given the reactants [Cl:1][C:2]1[CH:18]=[CH:17][C:5]([O:6][CH2:7]N2C3C=CC=CC=3N=N2)=[C:4]([CH:19]2[CH2:21][O:20]2)[CH:3]=1.[Li+].CC([N-]C(C)C)C, predict the reaction product. The product is: [Cl:1][C:2]1[CH:18]=[CH:17][C:5]2[O:6][CH:7]=[C:19]([CH2:21][OH:20])[C:4]=2[CH:3]=1.